Predict the reactants needed to synthesize the given product. From a dataset of Full USPTO retrosynthesis dataset with 1.9M reactions from patents (1976-2016). (1) Given the product [OH:19][C:16]1[CH:17]=[CH:18][C:13]([C:9]2[NH:8][CH:12]=[CH:11][CH:10]=2)=[CH:14][C:15]=1[N:20]1[S:21](=[O:27])(=[O:26])[NH:22][C:23](=[O:25])[CH2:24]1, predict the reactants needed to synthesize it. The reactants are: C(OC([N:8]1[CH:12]=[CH:11][CH:10]=[C:9]1[C:13]1[CH:18]=[CH:17][C:16]([OH:19])=[C:15]([N:20]2[CH2:24][C:23](=[O:25])[NH:22][S:21]2(=[O:27])=[O:26])[CH:14]=1)=O)(C)(C)C. (2) Given the product [Cl:43][C:40]1[CH:41]=[CH:42][C:37]2[N:36]([S:44]([C:47]3[CH:48]=[CH:49][C:50]([O:53][CH3:54])=[CH:51][CH:52]=3)(=[O:46])=[O:45])[C:35](=[O:55])[N:34]([CH:27]([C:28]3[CH:29]=[CH:30][CH:31]=[CH:32][CH:33]=3)[C:26](=[O:56])[N:23]3[CH2:24][CH2:25][C@@H:21]([N:18]4[CH2:17][CH2:16][NH:15][CH2:20][CH2:19]4)[CH2:22]3)[C:38]=2[CH:39]=1, predict the reactants needed to synthesize it. The reactants are: ClC(OC(Cl)C)=O.C([N:15]1[CH2:20][CH2:19][N:18]([C@@H:21]2[CH2:25][CH2:24][N:23]([C:26](=[O:56])[CH:27]([N:34]3[C:38]4[CH:39]=[C:40]([Cl:43])[CH:41]=[CH:42][C:37]=4[N:36]([S:44]([C:47]4[CH:52]=[CH:51][C:50]([O:53][CH3:54])=[CH:49][CH:48]=4)(=[O:46])=[O:45])[C:35]3=[O:55])[C:28]3[CH:33]=[CH:32][CH:31]=[CH:30][CH:29]=3)[CH2:22]2)[CH2:17][CH2:16]1)C1C=CC=CC=1. (3) Given the product [CH3:1][O:2][C:3](=[O:41])[C:4]1[CH:9]=[CH:8][C:7]([CH2:10][N:11]2[CH:15]=[C:14]([C:16]3[CH:21]=[CH:20][C:19]([Cl:22])=[CH:18][C:17]=3[Cl:23])[N:13]=[C:12]2/[CH:24]=[CH:25]/[C:26]2[CH:31]=[CH:30][C:29]([C:32]3[CH:37]=[CH:36][C:35]([NH:38][S:45]([CH2:44][C:43]([F:50])([F:49])[F:42])(=[O:47])=[O:46])=[C:34]([O:39][CH3:40])[CH:33]=3)=[CH:28][CH:27]=2)=[CH:6][CH:5]=1, predict the reactants needed to synthesize it. The reactants are: [CH3:1][O:2][C:3](=[O:41])[C:4]1[CH:9]=[CH:8][C:7]([CH2:10][N:11]2[CH:15]=[C:14]([C:16]3[CH:21]=[CH:20][C:19]([Cl:22])=[CH:18][C:17]=3[Cl:23])[N:13]=[C:12]2/[CH:24]=[CH:25]/[C:26]2[CH:31]=[CH:30][C:29]([C:32]3[CH:37]=[CH:36][C:35]([NH2:38])=[C:34]([O:39][CH3:40])[CH:33]=3)=[CH:28][CH:27]=2)=[CH:6][CH:5]=1.[F:42][C:43]([F:50])([F:49])[CH2:44][S:45](Cl)(=[O:47])=[O:46]. (4) Given the product [CH2:12]([C:18]1[CH:22]=[CH:21][S:20][C:19]=1[C:2]1[C:10]2[C:6](=[N:7][S:8][N:9]=2)[C:5]([C:19]2[S:20][CH:21]=[CH:22][C:18]=2[CH2:12][CH2:13][CH2:14][CH2:15][CH2:16][CH3:17])=[CH:4][CH:3]=1)[CH2:13][CH2:14][CH2:15][CH2:16][CH3:17], predict the reactants needed to synthesize it. The reactants are: Br[C:2]1[C:10]2[C:6](=[N:7][S:8][N:9]=2)[C:5](Br)=[CH:4][CH:3]=1.[CH2:12]([C:18]1[CH:22]=[CH:21][S:20][C:19]=1B1OC(C)(C)C(C)(C)O1)[CH2:13][CH2:14][CH2:15][CH2:16][CH3:17].C(=O)([O-])[O-].[Na+].[Na+]. (5) Given the product [NH2:8][C@@H:9]1[C@H:14]([NH:15][C:16]2[N:21]=[C:20]([C:22]3[S:23][CH:24]=[CH:25][CH:26]=3)[C:19]3[C:27](=[O:37])[NH:28][CH2:29][C:18]=3[C:17]=2[F:38])[CH2:13][CH2:12][O:11][CH2:10]1, predict the reactants needed to synthesize it. The reactants are: C(OC([NH:8][C@@H:9]1[C@H:14]([NH:15][C:16]2[N:21]=[C:20]([C:22]3[S:23][CH:24]=[CH:25][CH:26]=3)[C:19]3[C:27](=[O:37])[N:28](C(OC(C)(C)C)=O)[CH2:29][C:18]=3[C:17]=2[F:38])[CH2:13][CH2:12][O:11][CH2:10]1)=O)(C)(C)C. (6) Given the product [F:34][C:31]1[CH:30]=[CH:29][C:28]([CH2:27][O:26][CH2:25][C:24]([NH:23][CH2:22][CH2:21][CH2:20][CH2:19][CH:17]2[CH2:16][N:15]([C:13]([NH:12][CH2:11][C:10]3[N:37]([CH3:36])[C:41]4[CH:42]=[CH:43][CH:44]=[CH:45][C:40]=4[N:39]=3)=[O:14])[CH2:18]2)=[O:35])=[CH:33][CH:32]=1, predict the reactants needed to synthesize it. The reactants are: N1C2C(=CC=CC=2)C([CH2:10][CH2:11][NH:12][C:13]([N:15]2[CH2:18][CH:17]([CH2:19][CH2:20][CH2:21][CH2:22][NH:23][C:24](=[O:35])[CH2:25][O:26][CH2:27][C:28]3[CH:33]=[CH:32][C:31]([F:34])=[CH:30][CH:29]=3)[CH2:16]2)=[O:14])=C1.[CH3:36][N:37]1[C:41]2[CH:42]=[CH:43][CH:44]=[CH:45][C:40]=2[N:39]=C1CN.